This data is from Forward reaction prediction with 1.9M reactions from USPTO patents (1976-2016). The task is: Predict the product of the given reaction. (1) Given the reactants [C:1]([NH:5][S:6]([C:9]1[CH:10]=[N:11][N:12]2[C:17]([NH:18][C:19]3[CH:24]=[C:23]([F:25])[CH:22]=[CH:21][C:20]=3[F:26])=[C:16]([C:27](OCC)=[O:28])[CH:15]=[N:14][C:13]=12)(=[O:8])=[O:7])([CH3:4])([CH3:3])[CH3:2].[F:32][C:33]1[CH:38]=[CH:37][C:36]([CH:39]2[CH2:44][CH2:43][NH:42][CH2:41][CH2:40]2)=[CH:35][CH:34]=1, predict the reaction product. The product is: [C:1]([NH:5][S:6]([C:9]1[CH:10]=[N:11][N:12]2[C:17]([NH:18][C:19]3[CH:24]=[C:23]([F:25])[CH:22]=[CH:21][C:20]=3[F:26])=[C:16]([C:27]([N:42]3[CH2:41][CH2:40][CH:39]([C:36]4[CH:37]=[CH:38][C:33]([F:32])=[CH:34][CH:35]=4)[CH2:44][CH2:43]3)=[O:28])[CH:15]=[N:14][C:13]=12)(=[O:7])=[O:8])([CH3:4])([CH3:2])[CH3:3]. (2) Given the reactants [C:1]1([CH:8]=[CH:7][C:5]([OH:6])=[CH:4][CH:3]=1)[OH:2].[C:9](Cl)(=[O:16])[C:10]1[CH:15]=[CH:14][CH:13]=[CH:12][CH:11]=1, predict the reaction product. The product is: [C:9]([C:3]1[CH:4]=[C:5]([OH:6])[CH:7]=[CH:8][C:1]=1[OH:2])(=[O:16])[C:10]1[CH:15]=[CH:14][CH:13]=[CH:12][CH:11]=1.